From a dataset of Reaction yield outcomes from USPTO patents with 853,638 reactions. Predict the reaction yield, written as a fraction of the theoretical maximum amount of product (1.0 means a 100% yield; for example, 0.34 means a 34% yield). (1) The reactants are [N:1]1([C:8]2[CH:18]=[CH:17][C:11]([C:12]([O:14][CH2:15][CH3:16])=[O:13])=[CH:10][CH:9]=2)[CH2:7][CH2:6][CH2:5][NH:4][CH2:3][CH2:2]1.C(O[C:22]1(O[Si](C)(C)C)[CH2:24][CH2:23]1)C.C(O)(=O)C.C([BH3-])#N.[Na+]. The catalyst is O1CCCC1.CO. The product is [CH:22]1([N:4]2[CH2:5][CH2:6][CH2:7][N:1]([C:8]3[CH:18]=[CH:17][C:11]([C:12]([O:14][CH2:15][CH3:16])=[O:13])=[CH:10][CH:9]=3)[CH2:2][CH2:3]2)[CH2:24][CH2:23]1. The yield is 1.18. (2) The reactants are O1CCCC1.[Cl:6][C:7]1[C:8]([C:13]2[CH:14]=[C:15]3[C:19](=[CH:20][CH:21]=2)[NH:18][N:17]=[C:16]3[NH:22][C:23]2[S:24][C:25]([CH:28]=[O:29])=[CH:26][N:27]=2)=[N:9][CH:10]=[CH:11][CH:12]=1.[C:30](O[C:30]([O:32][C:33]([CH3:36])([CH3:35])[CH3:34])=[O:31])([O:32][C:33]([CH3:36])([CH3:35])[CH3:34])=[O:31]. The catalyst is CN(C)C1C=CN=CC=1.C(OCC)(=O)C. The product is [Cl:6][C:7]1[C:8]([C:13]2[CH:14]=[C:15]3[C:19](=[CH:20][CH:21]=2)[N:18]([C:30]([O:32][C:33]([CH3:36])([CH3:35])[CH3:34])=[O:31])[N:17]=[C:16]3[NH:22][C:23]2[S:24][C:25]([CH:28]=[O:29])=[CH:26][N:27]=2)=[N:9][CH:10]=[CH:11][CH:12]=1. The yield is 0.540. (3) The reactants are Cl.[NH2:2][CH2:3][C:4]([C:6]1[CH:11]=[CH:10][CH:9]=[CH:8][CH:7]=1)=O.[C:12]([CH2:17][C:18]([O:20][CH2:21][CH3:22])=[O:19])(=O)[CH:13]([CH3:15])[CH3:14].C([O-])(=O)C.[Na+]. The catalyst is O. The product is [CH2:21]([O:20][C:18]([C:17]1[C:4]([C:6]2[CH:11]=[CH:10][CH:9]=[CH:8][CH:7]=2)=[CH:3][NH:2][C:12]=1[CH:13]([CH3:15])[CH3:14])=[O:19])[CH3:22]. The yield is 0.930.